This data is from Catalyst prediction with 721,799 reactions and 888 catalyst types from USPTO. The task is: Predict which catalyst facilitates the given reaction. (1) Reactant: [F:1][C:2]1[CH:11]=[C:10]([C:12]([O:14][CH3:15])=[O:13])[CH:9]=[CH:8][C:3]=1[C:4]([O:6][CH3:7])=[O:5].[N+:16]([O-])([OH:18])=[O:17]. Product: [CH3:7][O:6][C:4](=[O:5])[C:3]1[CH:8]=[C:9]([N+:16]([O-:18])=[O:17])[C:10]([C:12]([O:14][CH3:15])=[O:13])=[CH:11][C:2]=1[F:1]. The catalyst class is: 65. (2) Product: [ClH:1].[Cl:1][C:2]1([Cl:14])[CH2:4][C@@H:3]1[C@H:5]([NH2:7])[CH3:6]. The catalyst class is: 5. Reactant: [Cl:1][C:2]1([Cl:14])[CH2:4][C@@H:3]1[C@H:5]([NH:7][S@](C(C)(C)C)=O)[CH3:6].Cl.O1CCOCC1. (3) Reactant: [Cl-].O[NH3+:3].[C:4](=[O:7])([O-])[OH:5].[Na+].CS(C)=O.[CH3:13][C:14]1[N:15]([C:39]2[CH:44]=[CH:43][CH:42]=[CH:41][CH:40]=2)[C:16](=[O:38])[C:17]([CH2:23][C:24]2[CH:29]=[CH:28][C:27]([C:30]3[C:31]([C:36]#[N:37])=[CH:32][CH:33]=[CH:34][CH:35]=3)=[CH:26][CH:25]=2)=[C:18]([CH2:20][CH2:21][CH3:22])[N:19]=1. Product: [CH3:13][C:14]1[N:15]([C:39]2[CH:40]=[CH:41][CH:42]=[CH:43][CH:44]=2)[C:16](=[O:38])[C:17]([CH2:23][C:24]2[CH:29]=[CH:28][C:27]([C:30]3[CH:35]=[CH:34][CH:33]=[CH:32][C:31]=3[C:36]3[NH:3][C:4](=[O:7])[O:5][N:37]=3)=[CH:26][CH:25]=2)=[C:18]([CH2:20][CH2:21][CH3:22])[N:19]=1. The catalyst class is: 69. (4) Reactant: [OH-].[Na+].O.[CH:4]#[C:5][CH2:6][NH:7][C@H:8]1[C:16]2[C:11](=[CH:12][CH:13]=[CH:14][CH:15]=2)[CH2:10][CH2:9]1.[CH:4]#[C:5][CH2:6][NH:7][C@H:8]1[C:16]2[C:11](=[CH:12][CH:13]=[CH:14][CH:15]=2)[CH2:10][CH2:9]1.[C@H](O)(C(O)=O)[C@@H](O)C(O)=O. Product: [CH:4]#[C:5][CH2:6][NH:7][C@H:8]1[C:16]2[CH:15]=[CH:14][CH:13]=[CH:12][C:11]=2[CH2:10][CH2:9]1. The catalyst class is: 11. (5) Product: [CH3:10][O:9][C:5]1[CH:4]=[C:3]2[C:2](=[C:7]([CH3:8])[CH:6]=1)[NH:1][CH:12]=[CH:11]2. Reactant: [NH2:1][C:2]1[C:7]([CH3:8])=[CH:6][C:5]([O:9][CH3:10])=[CH:4][C:3]=1[C:11](=O)[CH2:12]Cl.O1CCOCC1.[BH4-].[Na+].Cl. The catalyst class is: 34.